Dataset: Full USPTO retrosynthesis dataset with 1.9M reactions from patents (1976-2016). Task: Predict the reactants needed to synthesize the given product. Given the product [CH3:12][N:11]1[C:10]([NH:9][C:7]2[CH:6]=[CH:5][N:4]=[C:3]([S:2][CH3:1])[N:8]=2)=[CH:18][C:17]([C:19]2[CH:20]=[CH:21][CH:22]=[CH:23][CH:24]=2)=[CH:16][C:15]1=[O:25], predict the reactants needed to synthesize it. The reactants are: [CH3:1][S:2][C:3]1[N:8]=[C:7]([N:9]2CC[CH2:12][N:11]3[C:15](=[O:25])[CH:16]=[C:17]([C:19]4[CH:24]=[CH:23][CH:22]=[CH:21][CH:20]=4)[CH:18]=[C:10]23)[CH:6]=[CH:5][N:4]=1.NC1N(C)C(=O)C=C(C2C=CC=CC=2)C=1.CC(C)([O-])C.[Na+].C1C=CC(P(C2C(C3C(P(C4C=CC=CC=4)C4C=CC=CC=4)=CC=C4C=3C=CC=C4)=C3C(C=CC=C3)=CC=2)C2C=CC=CC=2)=CC=1.ClC1C=CN=C(SC)N=1.